This data is from NCI-60 drug combinations with 297,098 pairs across 59 cell lines. The task is: Regression. Given two drug SMILES strings and cell line genomic features, predict the synergy score measuring deviation from expected non-interaction effect. (1) Drug 1: CN(C)N=NC1=C(NC=N1)C(=O)N. Drug 2: CC1=C(C(=O)C2=C(C1=O)N3CC4C(C3(C2COC(=O)N)OC)N4)N. Cell line: SK-MEL-2. Synergy scores: CSS=22.0, Synergy_ZIP=-13.1, Synergy_Bliss=-17.2, Synergy_Loewe=-81.7, Synergy_HSA=-19.4. (2) Drug 1: CC12CCC3C(C1CCC2=O)CC(=C)C4=CC(=O)C=CC34C. Drug 2: CC1CCCC2(C(O2)CC(NC(=O)CC(C(C(=O)C(C1O)C)(C)C)O)C(=CC3=CSC(=N3)C)C)C. Cell line: CCRF-CEM. Synergy scores: CSS=45.4, Synergy_ZIP=2.10, Synergy_Bliss=0.721, Synergy_Loewe=-3.16, Synergy_HSA=-2.24. (3) Drug 1: COC1=C2C(=CC3=C1OC=C3)C=CC(=O)O2. Drug 2: C1CN(P(=O)(OC1)NCCCl)CCCl. Cell line: K-562. Synergy scores: CSS=7.36, Synergy_ZIP=0.604, Synergy_Bliss=-3.48, Synergy_Loewe=-29.9, Synergy_HSA=-26.2. (4) Drug 1: CN1C(=O)N2C=NC(=C2N=N1)C(=O)N. Cell line: MCF7. Drug 2: CC1=C(C(=CC=C1)Cl)NC(=O)C2=CN=C(S2)NC3=CC(=NC(=N3)C)N4CCN(CC4)CCO. Synergy scores: CSS=5.42, Synergy_ZIP=5.38, Synergy_Bliss=4.58, Synergy_Loewe=-2.94, Synergy_HSA=-2.29.